The task is: Predict the product of the given reaction.. This data is from Forward reaction prediction with 1.9M reactions from USPTO patents (1976-2016). (1) The product is: [C:37]([O:41][C:42](=[O:48])[NH:43][CH2:44][CH2:45][CH2:46][NH:47][C:9]([C:11]1[N:12]([CH3:32])[C:13]2[C:21]([CH:22]=1)=[C:20]1[C:16]([C:17](=[O:24])[NH:18][C:19]1=[O:23])=[C:15]([C:25]1[CH:30]=[CH:29][CH:28]=[CH:27][C:26]=1[Cl:31])[CH:14]=2)=[O:8])([CH3:40])([CH3:38])[CH3:39]. Given the reactants FC1C([O:8][C:9]([C:11]2[N:12]([CH3:32])[C:13]3[C:21]([CH:22]=2)=[C:20]2[C:16]([C:17](=[O:24])[NH:18][C:19]2=[O:23])=[C:15]([C:25]2[CH:30]=[CH:29][CH:28]=[CH:27][C:26]=2[Cl:31])[CH:14]=3)=O)=C(F)C(F)=C(F)C=1F.[C:37]([O:41][C:42](=[O:48])[NH:43][CH2:44][CH2:45][CH2:46][NH2:47])([CH3:40])([CH3:39])[CH3:38], predict the reaction product. (2) Given the reactants Br[C:2]1[C:3]([C:8]#[N:9])=[N:4][CH:5]=[CH:6][CH:7]=1.[C:10]1(B(O)O)[CH:15]=[CH:14][CH:13]=[CH:12][CH:11]=1.C(=O)([O-])[O-].[K+].[K+].C1(P(C2C=CC=CC=2)C2C=CC=CC=2)C=CC=CC=1, predict the reaction product. The product is: [C:10]1([C:2]2[C:3]([C:8]#[N:9])=[N:4][CH:5]=[CH:6][CH:7]=2)[CH:15]=[CH:14][CH:13]=[CH:12][CH:11]=1. (3) Given the reactants [NH2:1][C:2]1[C:10]([Cl:11])=[CH:9][C:5]([C:6]([OH:8])=O)=[C:4]([O:12][CH3:13])[CH:3]=1.C(N(CC)CC)C.ClC(OCC)=O.ON1C2C=CC=CC=2N=N1.[F:37][C:38]1([F:56])[CH:43]([NH2:44])[CH2:42][CH2:41][N:40]([CH2:45][CH2:46][CH2:47][O:48][C:49]2[CH:54]=[CH:53][C:52]([F:55])=[CH:51][CH:50]=2)[CH2:39]1, predict the reaction product. The product is: [NH2:1][C:2]1[C:10]([Cl:11])=[CH:9][C:5]([C:6]([NH:44][CH:43]2[CH2:42][CH2:41][N:40]([CH2:45][CH2:46][CH2:47][O:48][C:49]3[CH:54]=[CH:53][C:52]([F:55])=[CH:51][CH:50]=3)[CH2:39][C:38]2([F:56])[F:37])=[O:8])=[C:4]([O:12][CH3:13])[CH:3]=1. (4) Given the reactants [NH2:1][C@H:2]([C:13]([NH:15][CH2:16][C:17]1[CH:22]=[CH:21][CH:20]=[CH:19][CH:18]=1)=[O:14])[CH2:3][C:4]1[C:12]2[C:7](=[CH:8][CH:9]=[CH:10][CH:11]=2)[NH:6][CH:5]=1.[NH:23]([C:59]([O:61][C:62]([CH3:65])([CH3:64])[CH3:63])=[O:60])[C@H:24]([C:40]([NH:42][C@H:43]([C:56](O)=[O:57])[CH2:44][CH2:45][CH2:46][CH2:47][NH:48][C:49]([O:51][C:52]([CH3:55])([CH3:54])[CH3:53])=[O:50])=[O:41])[CH2:25][C:26]1[CH:31]=[CH:30][C:29]([O:32][CH2:33][C:34]2[CH:39]=[CH:38][CH:37]=[CH:36][CH:35]=2)=[CH:28][CH:27]=1.C(Cl)CCl.C1C=CC2N(O)N=NC=2C=1, predict the reaction product. The product is: [NH:23]([C:59]([O:61][C:62]([CH3:65])([CH3:64])[CH3:63])=[O:60])[C@H:24]([C:40]([NH:42][C@H:43]([C:56]([NH:1][C@H:2]([C:13]([NH:15][CH2:16][C:17]1[CH:22]=[CH:21][CH:20]=[CH:19][CH:18]=1)=[O:14])[CH2:3][C:4]1[C:12]2[C:7](=[CH:8][CH:9]=[CH:10][CH:11]=2)[NH:6][CH:5]=1)=[O:57])[CH2:44][CH2:45][CH2:46][CH2:47][NH:48][C:49]([O:51][C:52]([CH3:55])([CH3:54])[CH3:53])=[O:50])=[O:41])[CH2:25][C:26]1[CH:31]=[CH:30][C:29]([O:32][CH2:33][C:34]2[CH:39]=[CH:38][CH:37]=[CH:36][CH:35]=2)=[CH:28][CH:27]=1. (5) The product is: [Cl:1][C:2]1[CH:7]=[CH:6][CH:5]=[C:4]([F:8])[C:3]=1[CH:9]1[C:15](=[O:17])[NH:21][C:19]([S:20][CH3:24])=[N:18][C:10]1=[O:11]. Given the reactants [Cl:1][C:2]1[CH:7]=[CH:6][CH:5]=[C:4]([F:8])[C:3]=1[CH:9]([C:15]([O-:17])=O)[C:10](OCC)=[O:11].[NH2:18][C:19]([NH2:21])=[S:20].[OH-].[Na+].[CH3:24]I.Cl, predict the reaction product. (6) Given the reactants [OH:1][N:2]=[C:3]([C:10]1[N:14]([CH3:15])[N:13]=[N:12][N:11]=1)[C:4]1[CH:9]=[CH:8][CH:7]=[CH:6][CH:5]=1.C1CN2C(=NCCC2)C1.[Br:25][C:26]1[CH:31]=[CH:30][CH:29]=[C:28]([CH2:32]Br)[N:27]=1, predict the reaction product. The product is: [Br:25][C:26]1[N:27]=[C:28]([CH2:32][O:1][N:2]=[C:3]([C:10]2[N:14]([CH3:15])[N:13]=[N:12][N:11]=2)[C:4]2[CH:5]=[CH:6][CH:7]=[CH:8][CH:9]=2)[CH:29]=[CH:30][CH:31]=1. (7) Given the reactants N[C:2]1[C:3]([C:10](=[O:17])/[C:11](/[F:16])=[CH:12]/[N:13](C)C)=[N:4][C:5]([O:8][CH3:9])=[CH:6][CH:7]=1.CN(C=O)C.Cl, predict the reaction product. The product is: [F:16][C:11]1[CH:12]=[N:13][C:2]2[C:3]([C:10]=1[OH:17])=[N:4][C:5]([O:8][CH3:9])=[CH:6][CH:7]=2.